From a dataset of Full USPTO retrosynthesis dataset with 1.9M reactions from patents (1976-2016). Predict the reactants needed to synthesize the given product. (1) Given the product [CH2:41]([NH:45][C:13]([C:11]1[C:10]2[C:5](=[CH:6][C:7]([O:29][CH3:30])=[C:8]([O:16][CH2:17][CH2:18][C:19]3[CH:28]=[CH:27][C:26]4[C:21](=[CH:22][CH:23]=[CH:24][CH:25]=4)[N:20]=3)[CH:9]=2)[C:4](=[O:31])[N:3]([CH2:1][CH3:2])[CH:12]=1)=[O:14])[CH2:42][CH2:43][CH3:44], predict the reactants needed to synthesize it. The reactants are: [CH2:1]([N:3]1[CH:12]=[C:11]([C:13](O)=[O:14])[C:10]2[C:5](=[CH:6][C:7]([O:29][CH3:30])=[C:8]([O:16][CH2:17][CH2:18][C:19]3[CH:28]=[CH:27][C:26]4[C:21](=[CH:22][CH:23]=[CH:24][CH:25]=4)[N:20]=3)[CH:9]=2)[C:4]1=[O:31])[CH3:2].CN(C=O)C.O=S(Cl)Cl.[CH2:41]([NH2:45])[CH2:42][CH2:43][CH3:44].CCN(CC)CC. (2) Given the product [CH:23]([C:8]1[N:9]2[C:14]([CH:13]=[CH:12][CH:11]=[CH:10]2)=[CH:6][C:7]=1[C:15]([O:17][CH2:18][CH3:19])=[O:16])=[O:24], predict the reactants needed to synthesize it. The reactants are: O=P(Cl)(Cl)Cl.[CH:6]1[C:7]([C:15]([O:17][CH2:18][CH3:19])=[O:16])=[CH:8][N:9]2[C:14]=1[CH:13]=[CH:12][CH:11]=[CH:10]2.CN([CH:23]=[O:24])C.